This data is from KCNQ2 potassium channel screen with 302,405 compounds. The task is: Binary Classification. Given a drug SMILES string, predict its activity (active/inactive) in a high-throughput screening assay against a specified biological target. (1) The drug is O(C(=O)c1nnn(c1CN1CCc2c(C1)cccc2)c1nonc1N)CC. The result is 0 (inactive). (2) The compound is S(CC(=O)Nc1c(cc(cc1)C)C)c1nnc(c2ncccc2)cc1. The result is 0 (inactive).